This data is from Reaction yield outcomes from USPTO patents with 853,638 reactions. The task is: Predict the reaction yield, written as a fraction of the theoretical maximum amount of product (1.0 means a 100% yield; for example, 0.34 means a 34% yield). The reactants are O1CCCC1.C[Si]([C:10]#[C:11][C:12]1[C:13]([NH2:18])=[N:14][CH:15]=[CH:16][CH:17]=1)(C)C.[F-].C([N+](CCCC)(CCCC)CCCC)CCC. The catalyst is O. The product is [C:11]([C:12]1[C:13]([NH2:18])=[N:14][CH:15]=[CH:16][CH:17]=1)#[CH:10]. The yield is 0.937.